Predict the product of the given reaction. From a dataset of Forward reaction prediction with 1.9M reactions from USPTO patents (1976-2016). Given the reactants [C:1]([O:5][C:6]([N:8]1[C@@H:16]2[C@@H:11]([CH2:12][CH2:13][CH2:14][CH2:15]2)[CH2:10][C@H:9]1[C:17]([OH:19])=O)=[O:7])([CH3:4])([CH3:3])[CH3:2].C(N(CC)CC)C.ClC(OCC(C)C)=O.C(O)(=O)/C=C/C(O)=O.[NH2:43][CH2:44][CH2:45][C:46]#[N:47], predict the reaction product. The product is: [C:1]([O:5][C:6]([N:8]1[C@@H:16]2[C@@H:11]([CH2:12][CH2:13][CH2:14][CH2:15]2)[CH2:10][C@H:9]1[C:17](=[O:19])[NH:47][CH2:46][CH2:45][C:44]#[N:43])=[O:7])([CH3:2])([CH3:3])[CH3:4].